Dataset: Full USPTO retrosynthesis dataset with 1.9M reactions from patents (1976-2016). Task: Predict the reactants needed to synthesize the given product. (1) The reactants are: Cl[C:2]1[N:10]=[CH:9][N:8]=[C:7]2[C:3]=1[N:4]=[C:5]([C:11]1[S:15][C:14]([CH3:16])=[N:13][CH:12]=1)[NH:6]2.[O:17]1[CH2:22][CH2:21][CH:20]([O:23][C:24]2[CH:31]=[CH:30][C:29](B3OC(C)(C)C(C)(C)O3)=[CH:28][C:25]=2[C:26]#[N:27])[CH2:19][CH2:18]1.C(=O)([O-])[O-].[Cs+].[Cs+].O1CCOCC1. Given the product [CH3:16][C:14]1[S:15][C:11]([C:5]2[NH:6][C:7]3[C:3]([N:4]=2)=[C:2]([C:29]2[CH:30]=[CH:31][C:24]([O:23][CH:20]4[CH2:21][CH2:22][O:17][CH2:18][CH2:19]4)=[C:25]([CH:28]=2)[C:26]#[N:27])[N:10]=[CH:9][N:8]=3)=[CH:12][N:13]=1, predict the reactants needed to synthesize it. (2) Given the product [CH3:22][O:23][CH:24]1[CH:28]([C:29]2[CH:30]=[CH:31][C:32]([C:35]3[CH:36]=[CH:37][N:38]=[CH:39][CH:40]=3)=[CH:33][CH:34]=2)[CH2:27][CH:26]([O:41][CH3:42])[O:25]1, predict the reactants needed to synthesize it. The reactants are: C1(C2C=CC=CC=2)C=CC(C2CC(OC)OC2OC)=CC=1.[CH3:22][O:23][CH:24]1[C:28]([C:29]2[CH:34]=[CH:33][C:32]([C:35]3[CH:40]=[CH:39][N:38]=[CH:37][CH:36]=3)=[CH:31][CH:30]=2)=[CH:27][CH:26]([O:41][CH3:42])[O:25]1. (3) Given the product [CH2:1]([O:8][C:9]1[CH:14]=[C:13]([O:15][CH2:16][C:17]2[CH:22]=[CH:21][CH:20]=[CH:19][CH:18]=2)[CH:12]=[CH:11][C:10]=1[C:23]1[NH:27][C:26]2[CH:28]=[C:29]([C:31]([O:33][CH3:34])=[O:32])[S:30][C:25]=2[C:24]=1[CH:35]1[CH2:40][CH2:39][CH2:38][CH2:37][CH2:36]1)[C:2]1[CH:7]=[CH:6][CH:5]=[CH:4][CH:3]=1, predict the reactants needed to synthesize it. The reactants are: [CH2:1]([O:8][C:9]1[CH:14]=[C:13]([O:15][CH2:16][C:17]2[CH:22]=[CH:21][CH:20]=[CH:19][CH:18]=2)[CH:12]=[CH:11][C:10]=1[C:23]1[NH:27][C:26]2[CH:28]=[C:29]([C:31]([O:33][CH3:34])=[O:32])[S:30][C:25]=2[C:24]=1[CH:35]1[CH2:40][CH2:39][CH2:38][CH:37]=[CH:36]1)[C:2]1[CH:7]=[CH:6][CH:5]=[CH:4][CH:3]=1.